This data is from Experimentally validated miRNA-target interactions with 360,000+ pairs, plus equal number of negative samples. The task is: Binary Classification. Given a miRNA mature sequence and a target amino acid sequence, predict their likelihood of interaction. (1) The miRNA is hsa-miR-6748-5p with sequence UGUGGGUGGGAAGGACUGGAUU. The protein sequence of the target gene is MAPGEKIKAKIKKNLPVRGPQAPTIKDLMHWYCLNTNTHGCRRIVVSRGRLRRLLWIAFTLTAVALIIWQCALLVFSFYTVSVSIKVHFQKLDFPAVTICNINPYKYSAVSDLLTDLDSETKQALLSLYGVKDVLDSTPRKRREAGSMRSTWEGTPPRFLNLIPLLVFNENEKGKARDFFTGRKRKISGKIIHKASNVMHVHESKKLVGFQLCSNDTSDCATYTFSSGINAIQEWYKLHYMNIMAQVPLEKKINMSYSAEELLVTCFFDGMSCDARNFTLFHHPMYGNCYTFNNRENATI.... Result: 0 (no interaction). (2) The miRNA is mmu-miR-669f-3p with sequence CAUAUACAUACACACACACGUAU. The protein sequence of the target gene is MNTIVFNKLGGAVLFEDRGTPDRERGSRTFSGFLDNPHTGPEVGIPDGPPLKDNLSLRHRRTGARQNGGKVRHKRQALQDMARPLKQWLYKHRDNPYPTKTEKILLALGSQMTLVQVSNWFANARRRLKNTVRQPDLSWALRIKLYNKYVQGNAERLSVSSDGDSCSEDGENPPRNHMNEEGYSTPAHHTVIKGESSAIKAGGRPESRAAEDYVSPPKYKSSLLNRYLNDSLRHVMATSTAMMGKTRRRNHSGSFSSNEFEEELVSPSSSETEGTFVYRTDTPDIGSTKGDSAANRRGPS.... Result: 1 (interaction). (3) Result: 0 (no interaction). The miRNA is mmu-miR-326-3p with sequence CCUCUGGGCCCUUCCUCCAGU. The protein sequence of the target gene is MRGTRLALLALVLAACGELAPALRCYVCPEPTGVSDCVTIATCTTNETMCKTTLYSREIVYPFQGDSTVTKSCASKCKPSDVDGIGQTLPVSCCNTELCNVDGAPALNSLHCGALTLLPLLSLRL. (4) The miRNA is hsa-miR-6508-3p with sequence UGGGCCAUGCAUUUCUAGAACU. The protein sequence of the target gene is MELGCWTQLGLTFLQLLLISSLPREYTVINEACPGAEWNIMCRECCEYDQIECVCPGKREVVGYTIPCCRNEENECDSCLIHPGCTIFENCKSCRNGSWGGTLDDFYVKGFYCAECRAGWYGGDCMRCGQVLRAPKGQILLESYPLNAHCEWTIHAKPGFVIQLRFVMLSLEFDYMCQYDYVEVRDGDNRDGQIIKRVCGNERPAPIQSIGSSLHVLFHSDGSKNFDGFHAIYEEITACSSSPCFHDGTCVLDKAGSYKCACLAGYTGQRCENLLEERNCSDPGGPVNGYQKITGGPGLI.... Result: 0 (no interaction).